Task: Regression/Classification. Given a drug SMILES string, predict its absorption, distribution, metabolism, or excretion properties. Task type varies by dataset: regression for continuous measurements (e.g., permeability, clearance, half-life) or binary classification for categorical outcomes (e.g., BBB penetration, CYP inhibition). Dataset: cyp2d6_veith.. Dataset: CYP2D6 inhibition data for predicting drug metabolism from PubChem BioAssay (1) The molecule is CC(=O)c1cccc(NC(=O)CSCc2ccccc2)c1. The result is 1 (inhibitor). (2) The compound is O=c1oc2cc(N=Cc3ccc4c(c3)OCO4)ccc2c2ccccc12. The result is 0 (non-inhibitor). (3) The compound is COc1ccccc1N1CCN(C[C@@H]2CN3C(=O)N(C)c4ccccc4C3=N2)CC1. The result is 0 (non-inhibitor). (4) The compound is COC(=O)Nc1ccc(=O)n(Cc2c(Cl)cccc2Cl)c1. The result is 0 (non-inhibitor). (5) The molecule is C/C(=N\NC(N)=S)c1ccc[nH]1. The result is 0 (non-inhibitor).